This data is from Full USPTO retrosynthesis dataset with 1.9M reactions from patents (1976-2016). The task is: Predict the reactants needed to synthesize the given product. (1) Given the product [CH:14]1([N:1]2[CH:5]=[C:4]([CH:6]=[O:7])[CH:3]=[N:2]2)[CH2:16][CH2:15]1, predict the reactants needed to synthesize it. The reactants are: [NH:1]1[CH:5]=[C:4]([CH:6]=[O:7])[CH:3]=[N:2]1.C(=O)([O-])[O-].[K+].[K+].[CH:14]1(Br)[CH2:16][CH2:15]1.C(Cl)Cl. (2) Given the product [OH:12][C:5]12[CH2:11][CH:9]3[CH2:8][CH:7]([CH2:6]1)[C:3]([NH:2][CH2:20][C:21]([N:23]1[CH2:27][CH2:26][CH2:25][C@H:24]1[C:28]#[N:29])=[O:22])([CH2:10]3)[CH2:4]2, predict the reactants needed to synthesize it. The reactants are: Cl.[NH2:2][C:3]12[CH2:10][CH:9]3[CH2:11][C:5]([OH:12])([CH2:6][CH:7]1[CH2:8]3)[CH2:4]2.C([O-])([O-])=O.[K+].[K+].Cl[CH2:20][C:21]([N:23]1[CH2:27][CH2:26][CH2:25][C@H:24]1[C:28]#[N:29])=[O:22]. (3) The reactants are: Cl.[S:2]1[CH:6]=[CH:5][CH:4]=[C:3]1[CH2:7][O:8][CH:9]1[CH2:12][NH:11][CH2:10]1.CCN=C=NCCCN(C)C.C1C=CC2N(O)N=NC=2C=1.C(N(C(C)C)CC)(C)C.Cl.[CH3:44][O:45][C:46]1[CH:69]=[CH:68][C:49]([CH2:50][N:51]2[CH2:57][C:56]3[CH:58]=[C:59](/[CH:62]=[CH:63]/[C:64](O)=[O:65])[CH:60]=[N:61][C:55]=3[NH:54][C:53](=[O:67])[CH2:52]2)=[CH:48][CH:47]=1. Given the product [CH3:44][O:45][C:46]1[CH:69]=[CH:68][C:49]([CH2:50][N:51]2[CH2:57][C:56]3[CH:58]=[C:59](/[CH:62]=[CH:63]/[C:64](=[O:65])[N:11]4[CH2:12][CH:9]([O:8][CH2:7][C:3]5[S:2][CH:6]=[CH:5][CH:4]=5)[CH2:10]4)[CH:60]=[N:61][C:55]=3[NH:54][C:53](=[O:67])[CH2:52]2)=[CH:48][CH:47]=1, predict the reactants needed to synthesize it. (4) Given the product [CH3:6][C:7]([CH3:36])([CH3:35])[CH2:8][CH2:9][NH:10][C:11]([NH:13][C:14]1[CH:19]=[CH:18][C:17]([O:20][C:21]2[C:30]3[C:25](=[CH:26][C:27]([O:33][CH2:45][CH2:46][N:47]4[CH2:52][CH2:51][O:50][CH2:49][CH2:48]4)=[C:28]([O:31][CH3:32])[CH:29]=3)[N:24]=[CH:23][CH:22]=2)=[CH:16][C:15]=1[F:34])=[O:12], predict the reactants needed to synthesize it. The reactants are: CN(C)C=O.[CH3:6][C:7]([CH3:36])([CH3:35])[CH2:8][CH2:9][NH:10][C:11]([NH:13][C:14]1[CH:19]=[CH:18][C:17]([O:20][C:21]2[C:30]3[C:25](=[CH:26][C:27]([OH:33])=[C:28]([O:31][CH3:32])[CH:29]=3)[N:24]=[CH:23][CH:22]=2)=[CH:16][C:15]=1[F:34])=[O:12].C(=O)([O-])[O-].[K+].[K+].Cl.Cl[CH2:45][CH2:46][N:47]1[CH2:52][CH2:51][O:50][CH2:49][CH2:48]1. (5) Given the product [C:1]([NH:5][S:6]([C:9]1[CH:14]=[CH:13][C:12]([C:15]2[N:19]([CH2:20][CH:21]3[CH2:26][CH2:25][CH2:24][CH2:23][CH2:22]3)[C:18]([Cl:27])=[C:17]([C:28]([NH:30][CH2:31][CH2:32][C:33]([CH3:38])([CH3:39])[C:34]([OH:36])=[O:35])=[O:29])[CH:16]=2)=[CH:11][C:10]=1[C:40]([F:42])([F:41])[F:43])(=[O:7])=[O:8])([CH3:2])([CH3:3])[CH3:4], predict the reactants needed to synthesize it. The reactants are: [C:1]([NH:5][S:6]([C:9]1[CH:14]=[CH:13][C:12]([C:15]2[N:19]([CH2:20][CH:21]3[CH2:26][CH2:25][CH2:24][CH2:23][CH2:22]3)[C:18]([Cl:27])=[C:17]([C:28]([NH:30][CH2:31][CH2:32][C:33]([CH3:39])([CH3:38])[C:34]([O:36]C)=[O:35])=[O:29])[CH:16]=2)=[CH:11][C:10]=1[C:40]([F:43])([F:42])[F:41])(=[O:8])=[O:7])([CH3:4])([CH3:3])[CH3:2].[OH-].[K+]. (6) Given the product [NH2:67][CH2:66][CH2:65][C:60]1[CH:61]=[CH:62][C:56]([OH:58])=[C:55]([OH:11])[CH:59]=1, predict the reactants needed to synthesize it. The reactants are: N[C@H](C(O)=[O:11])CC1C=CC=CC=1.C1(N[C@H](C(O)=O)C)CCCCC1.C1C2C(=CC=CC=2)C=CC=1N[C@H](C(O)=O)C.N[C@H](C(O)=O)CCC1C=CC=CC=1.N[CH:55]([CH2:59][CH2:60][CH2:61][CH2:62]CC)[C:56]([OH:58])=O.[CH3:65][C:66]#[N:67]. (7) Given the product [CH:22]([C:8]1[CH:9]=[C:10]([S:13][C:14]2[CH:19]=[CH:18][C:17]([C:20]#[N:21])=[CH:16][CH:15]=2)[CH:11]=[CH:12][C:7]=1[B:26]1[O:30][C:29]([CH3:32])([CH3:31])[C:28]([CH3:34])([CH3:33])[O:27]1)=[O:23], predict the reactants needed to synthesize it. The reactants are: FC(F)(F)S(O[C:7]1[CH:12]=[CH:11][C:10]([S:13][C:14]2[CH:19]=[CH:18][C:17]([C:20]#[N:21])=[CH:16][CH:15]=2)=[CH:9][C:8]=1[CH:22]=[O:23])(=O)=O.[B:26]1([B:26]2[O:30][C:29]([CH3:32])([CH3:31])[C:28]([CH3:34])([CH3:33])[O:27]2)[O:30][C:29]([CH3:32])([CH3:31])[C:28]([CH3:34])([CH3:33])[O:27]1.CC([O-])=O.[K+].